Dataset: Full USPTO retrosynthesis dataset with 1.9M reactions from patents (1976-2016). Task: Predict the reactants needed to synthesize the given product. (1) Given the product [C:1]([O:5][C:6]([N:8]1[CH2:13][C@H:12]([CH2:14][OH:15])[N:11]([CH2:35][C:36]([N:31]2[C:25]3[C:26](=[N:27][CH:28]=[C:23]([C:18]([F:22])([F:17])[CH2:19][CH2:20][CH3:21])[CH:24]=3)[C:29]([CH3:32])([CH3:33])[CH2:30]2)=[O:37])[CH2:10][C@H:9]1[CH3:16])=[O:7])([CH3:4])([CH3:3])[CH3:2], predict the reactants needed to synthesize it. The reactants are: [C:1]([O:5][C:6]([N:8]1[CH2:13][C@H:12]([CH2:14][OH:15])[NH:11][CH2:10][C@H:9]1[CH3:16])=[O:7])([CH3:4])([CH3:3])[CH3:2].[F:17][C:18]([C:23]1[CH:24]=[C:25]2[NH:31][CH2:30][C:29]([CH3:33])([CH3:32])[C:26]2=[N:27][CH:28]=1)([F:22])[CH2:19][CH2:20][CH3:21].Cl[CH2:35][C:36](Cl)=[O:37].CCN(C(C)C)C(C)C. (2) Given the product [CH:1]1([CH2:4][N:5]([CH2:15][CH2:16][CH3:17])[C:6]2[N:11]=[CH:10][N:9]=[C:8]([C:12]([NH:18][C:19]3[CH:20]=[C:21]4[C:25](=[CH:26][CH:27]=3)[N:24]([C:28]([O:30][C:31]([CH3:32])([CH3:33])[CH3:34])=[O:29])[N:23]=[C:22]4[CH2:35][CH2:36][C:37]([O:39][CH3:40])=[O:38])=[O:14])[CH:7]=2)[CH2:2][CH2:3]1, predict the reactants needed to synthesize it. The reactants are: [CH:1]1([CH2:4][N:5]([CH2:15][CH2:16][CH3:17])[C:6]2[N:11]=[CH:10][N:9]=[C:8]([C:12]([OH:14])=O)[CH:7]=2)[CH2:3][CH2:2]1.[NH2:18][C:19]1[CH:20]=[C:21]2[C:25](=[CH:26][CH:27]=1)[N:24]([C:28]([O:30][C:31]([CH3:34])([CH3:33])[CH3:32])=[O:29])[N:23]=[C:22]2[CH2:35][CH2:36][C:37]([O:39][CH3:40])=[O:38].